Dataset: Reaction yield outcomes from USPTO patents with 853,638 reactions. Task: Predict the reaction yield, written as a fraction of the theoretical maximum amount of product (1.0 means a 100% yield; for example, 0.34 means a 34% yield). The reactants are [OH:1][C:2]1[CH:11]=[C:10]2[C:5]([C:6]([CH3:30])=[C:7]([C:13]3[CH:29]=[CH:28][C:16]([C:17]([NH:19][CH2:20][CH2:21][N:22]4[CH2:27][CH2:26][O:25][CH2:24][CH2:23]4)=[O:18])=[CH:15][CH:14]=3)[C:8](=[O:12])[O:9]2)=[CH:4][CH:3]=1.C1N2CN3CN(C2)CN1C3.[C:41](O)(C(F)(F)F)=[O:42]. No catalyst specified. The product is [CH:41]([C:11]1[C:2]([OH:1])=[CH:3][CH:4]=[C:5]2[C:10]=1[O:9][C:8](=[O:12])[C:7]([C:13]1[CH:14]=[CH:15][C:16]([C:17]([NH:19][CH2:20][CH2:21][N:22]3[CH2:23][CH2:24][O:25][CH2:26][CH2:27]3)=[O:18])=[CH:28][CH:29]=1)=[C:6]2[CH3:30])=[O:42]. The yield is 0.310.